From a dataset of Forward reaction prediction with 1.9M reactions from USPTO patents (1976-2016). Predict the product of the given reaction. (1) Given the reactants C1(O[C:8](=[O:29])[NH:9][C:10]2[S:14][N:13]=[C:12]([O:15][CH2:16][C:17]3[C:22]([F:23])=[CH:21][C:20]([Br:24])=[CH:19][C:18]=3[F:25])[C:11]=2[C:26](=[O:28])[NH2:27])C=CC=CC=1.[N:30]1([CH2:35][CH2:36][CH2:37][CH2:38][NH2:39])[CH2:34][CH2:33][CH2:32][CH2:31]1.FC1C=C(C)C=C(F)C=1COC1C(C(N)=O)=C(NC(NCCCN2CCN(C)CC2)=O)SN=1.BrC1C=C(F)C(COC2C(C(O)=O)=C(NC(NCCCCN3CCCC3)=O)SN=2)=C(F)C=1, predict the reaction product. The product is: [Br:24][C:20]1[CH:19]=[C:18]([F:25])[C:17]([CH2:16][O:15][C:12]2[C:11]([C:26]([NH2:27])=[O:28])=[C:10]([NH:9][C:8]([NH:39][CH2:38][CH2:37][CH2:36][CH2:35][N:30]3[CH2:34][CH2:33][CH2:32][CH2:31]3)=[O:29])[S:14][N:13]=2)=[C:22]([F:23])[CH:21]=1. (2) The product is: [Cl:17][C:18]1[CH:19]=[C:20]2[C:21](=[CH:28][CH:29]=1)[NH:22][C:5](=[O:7])[C:4]([N+:1]([O-:3])=[O:2])=[C:25]2[OH:24]. Given the reactants [N+:1]([CH2:4][C:5]([O:7]CC)=O)([O-:3])=[O:2].CCN(CC)CC.[Cl:17][C:18]1[CH:29]=[CH:28][C:21]2[NH:22]C(=O)[O:24][C:25](=O)[C:20]=2[CH:19]=1, predict the reaction product. (3) Given the reactants [N:1]1[CH:6]=[CH:5][CH:4]=[C:3]([C:7]2([OH:17])[CH2:16][CH2:15][C:10]3(OCC[O:11]3)[CH2:9][CH2:8]2)[N:2]=1.Cl, predict the reaction product. The product is: [OH:17][C:7]1([C:3]2[N:2]=[N:1][CH:6]=[CH:5][CH:4]=2)[CH2:16][CH2:15][C:10](=[O:11])[CH2:9][CH2:8]1.